This data is from Full USPTO retrosynthesis dataset with 1.9M reactions from patents (1976-2016). The task is: Predict the reactants needed to synthesize the given product. Given the product [F:11][C:10]([F:13])([F:12])[C:7]1[CH:8]=[CH:9][C:4]2[CH2:1][CH:2]3[CH2:3][N:17]3[S:14](=[O:16])(=[O:15])[C:5]=2[CH:6]=1, predict the reactants needed to synthesize it. The reactants are: [CH2:1]([C:4]1[CH:9]=[CH:8][C:7]([C:10]([F:13])([F:12])[F:11])=[CH:6][C:5]=1[S:14]([NH2:17])(=[O:16])=[O:15])[CH:2]=[CH2:3].C(=O)([O-])[O-].[K+].[K+].II.